From a dataset of Forward reaction prediction with 1.9M reactions from USPTO patents (1976-2016). Predict the product of the given reaction. Given the reactants [NH:1]1[CH:5]=[CH:4][C:3]([C:6]2[CH:11]=[CH:10][C:9]([OH:12])=[CH:8][CH:7]=2)=[N:2]1.C(=O)([O-])[O-].[K+].[K+].[CH2:19]([O:26][C:27]([NH:29][CH2:30][CH2:31]OS(C)(=O)=O)=[O:28])[C:20]1[CH:25]=[CH:24][CH:23]=[CH:22][CH:21]=1, predict the reaction product. The product is: [CH2:19]([O:26][C:27](=[O:28])[NH:29][CH2:30][CH2:31][O:12][C:9]1[CH:10]=[CH:11][C:6]([C:3]2[CH:4]=[CH:5][NH:1][N:2]=2)=[CH:7][CH:8]=1)[C:20]1[CH:25]=[CH:24][CH:23]=[CH:22][CH:21]=1.